From a dataset of Reaction yield outcomes from USPTO patents with 853,638 reactions. Predict the reaction yield, written as a fraction of the theoretical maximum amount of product (1.0 means a 100% yield; for example, 0.34 means a 34% yield). (1) The reactants are CC1(C)O[C@@H](/C=C/C[N:10]2[C:19]3[CH:18]=[C:17]([CH3:20])[C:16]([CH3:21])=[C:15]4[C:22]([CH3:26])([CH3:25])[CH2:23][CH2:24][N:13]([C:14]=34)[C:12](=[O:27])[C:11]2=[O:28])CO1.C[N+]1([O-])CC[O:34][CH2:33][CH2:32]1.[C:38]([O:42]O)([CH3:41])([CH3:40])C.[OH:44]S([O-])(=O)=O.[Na+].[CH3:50][C:51]([CH3:53])=[O:52]. The catalyst is [Os](=O)(=O)(=O)=O.CC(O)(C)C.O. The product is [CH3:41][C:38]1([CH3:40])[O:42][C@@H:32]([C@@H:50]([OH:44])[C@H:51]([OH:52])[CH2:53][N:10]2[C:19]3[CH:18]=[C:17]([CH3:20])[C:16]([CH3:21])=[C:15]4[C:22]([CH3:25])([CH3:26])[CH2:23][CH2:24][N:13]([C:14]=34)[C:12](=[O:27])[C:11]2=[O:28])[CH2:33][O:34]1. The yield is 0.660. (2) The reactants are [Cl:1][C:2]1[C:12]([C:13]([OH:15])=O)=[CH:11][C:5]2[NH:6][C:7](=[O:10])[CH2:8][S:9][C:4]=2[CH:3]=1.[CH3:16][O:17][C:18]1[CH:19]=[C:20]2[C:25](=[CH:26][CH:27]=1)[N:24]=[CH:23][C:22]([S:28][CH2:29][CH2:30][N:31]1[CH2:36][CH2:35][CH:34]([NH2:37])[CH2:33][CH2:32]1)=[CH:21]2. No catalyst specified. The product is [CH3:16][O:17][C:18]1[CH:19]=[C:20]2[C:25](=[CH:26][CH:27]=1)[N:24]=[CH:23][C:22]([S:28][CH2:29][CH2:30][N:31]1[CH2:36][CH2:35][CH:34]([NH:37][C:13]([C:12]3[C:2]([Cl:1])=[CH:3][C:4]4[S:9][CH2:8][C:7](=[O:10])[NH:6][C:5]=4[CH:11]=3)=[O:15])[CH2:33][CH2:32]1)=[CH:21]2. The yield is 0.240. (3) The reactants are [C:1]([C:5]1[NH:6][C:7]2[C:12]([CH:13]=1)=[CH:11][C:10]([N+:14]([O-])=O)=[C:9]([F:17])[CH:8]=2)([CH3:4])([CH3:3])[CH3:2]. The catalyst is CO.[Ni]. The product is [C:1]([C:5]1[NH:6][C:7]2[C:12]([CH:13]=1)=[CH:11][C:10]([NH2:14])=[C:9]([F:17])[CH:8]=2)([CH3:4])([CH3:2])[CH3:3]. The yield is 0.380. (4) The reactants are [CH3:1][N:2]([CH3:20])[C:3]([C:5]1[N:14]([CH:15]2[CH2:19][CH2:18][CH2:17][CH2:16]2)[C:8]2[N:9]=[C:10](Cl)[N:11]=[CH:12][C:7]=2[CH:6]=1)=[O:4].[C:21]([O:25][C:26]([N:28]1[CH:33]2[CH2:34][CH2:35][CH:29]1[CH2:30][N:31]([C:36]([C:38]1[N:39]=[N:40][C:41]([NH2:44])=[CH:42][CH:43]=1)=[O:37])[CH2:32]2)=[O:27])([CH3:24])([CH3:23])[CH3:22]. No catalyst specified. The product is [C:21]([O:25][C:26]([N:28]1[CH:33]2[CH2:34][CH2:35][CH:29]1[CH2:30][N:31]([C:36]([C:38]1[N:39]=[N:40][C:41]([NH:44][C:10]3[N:11]=[CH:12][C:7]4[CH:6]=[C:5]([C:3](=[O:4])[N:2]([CH3:20])[CH3:1])[N:14]([CH:15]5[CH2:19][CH2:18][CH2:17][CH2:16]5)[C:8]=4[N:9]=3)=[CH:42][CH:43]=1)=[O:37])[CH2:32]2)=[O:27])([CH3:24])([CH3:22])[CH3:23]. The yield is 0.580. (5) The reactants are [CH2:1]([O:8][C:9]1[CH:14]=[CH:13][C:12]([C:15]2[C:16]([OH:24])=[CH:17][CH:18]=[CH:19][C:20]=2[N+:21]([O-:23])=[O:22])=[CH:11][CH:10]=1)[C:2]1[CH:7]=[CH:6][CH:5]=[CH:4][CH:3]=1.[F:25][C:26]([F:39])([F:38])[S:27](O[S:27]([C:26]([F:39])([F:38])[F:25])(=[O:29])=[O:28])(=[O:29])=[O:28]. The catalyst is N1C=CC=CC=1. The product is [F:25][C:26]([F:39])([F:38])[S:27]([O:24][C:16]1[CH:17]=[CH:18][CH:19]=[C:20]([N+:21]([O-:23])=[O:22])[C:15]=1[C:12]1[CH:11]=[CH:10][C:9]([O:8][CH2:1][C:2]2[CH:7]=[CH:6][CH:5]=[CH:4][CH:3]=2)=[CH:14][CH:13]=1)(=[O:29])=[O:28]. The yield is 1.00. (6) The reactants are [CH:1]([C:3]1[CH:20]=[CH:19][C:6]2/[C:7](=[CH:16]/[C:17]#[N:18])/[C:8]3[CH:15]=[CH:14][CH:13]=[CH:12][C:9]=3[CH2:10][CH2:11][C:5]=2[CH:4]=1)=[O:2].[CH3:21][Mg]Cl.[Cl-].[NH4+]. The catalyst is C1COCC1. The product is [OH:2][CH:1]([C:3]1[CH:20]=[CH:19][C:6]2/[C:7](=[CH:16]/[C:17]#[N:18])/[C:8]3[CH:15]=[CH:14][CH:13]=[CH:12][C:9]=3[CH2:10][CH2:11][C:5]=2[CH:4]=1)[CH3:21]. The yield is 0.920.